Dataset: Catalyst prediction with 721,799 reactions and 888 catalyst types from USPTO. Task: Predict which catalyst facilitates the given reaction. (1) Product: [CH3:1][O:2][C:3]1[CH:4]=[C:5]([CH:6]=[CH:7][CH:8]=1)[O:9][C:17]1[CH:24]=[CH:23][C:20]([C:21]#[N:22])=[CH:19][CH:18]=1. Reactant: [CH3:1][O:2][C:3]1[CH:4]=[C:5]([OH:9])[CH:6]=[CH:7][CH:8]=1.C(=O)([O-])[O-].[K+].[K+].F[C:17]1[CH:24]=[CH:23][C:20]([C:21]#[N:22])=[CH:19][CH:18]=1. The catalyst class is: 58. (2) Reactant: [C:1]1([CH3:11])[CH:6]=[CH:5][C:4]([S:7](Cl)(=[O:9])=[O:8])=[CH:3][CH:2]=1.[OH:12][CH2:13][C:14]1([CH3:18])[CH2:17][O:16][CH2:15]1. Product: [C:1]1([CH3:11])[CH:6]=[CH:5][C:4]([S:7]([O:12][CH2:13][C:14]2([CH3:18])[CH2:17][O:16][CH2:15]2)(=[O:9])=[O:8])=[CH:3][CH:2]=1. The catalyst class is: 272.